This data is from Reaction yield outcomes from USPTO patents with 853,638 reactions. The task is: Predict the reaction yield, written as a fraction of the theoretical maximum amount of product (1.0 means a 100% yield; for example, 0.34 means a 34% yield). (1) The reactants are [N:1]12[CH2:8][CH2:7][CH:4]([CH2:5][CH2:6]1)[CH:3]([NH:9][C:10](=[O:21])[C:11]1[CH:16]=[CH:15][C:14]([I:17])=[C:13]([N+:18]([O-])=O)[CH:12]=1)[CH2:2]2.O.O.[Sn](Cl)Cl. The catalyst is CN(C=O)C. The product is [NH2:18][C:13]1[CH:12]=[C:11]([CH:16]=[CH:15][C:14]=1[I:17])[C:10]([NH:9][CH:3]1[CH:4]2[CH2:7][CH2:8][N:1]([CH2:6][CH2:5]2)[CH2:2]1)=[O:21]. The yield is 0.980. (2) The reactants are [F:1][C:2]([F:7])([F:6])[C:3]([OH:5])=[O:4].[F:8][C:9]([F:14])([F:13])[C:10]([OH:12])=[O:11].FC(F)(F)C(O)=O.[Cl:22][C:23]1[CH:24]=[N:25][C:26]2[NH:27][C:28]3[CH:29]=[N:30][CH:31]=[C:32]([CH:54]=3)[CH2:33][CH2:34][C:35]3[CH:43]=[C:39]([NH:40][C:41]=1[N:42]=2)[CH:38]=[CH:37][C:36]=3[NH:44][C:45](=[O:53])[CH2:46][C@@H:47]1[CH2:52][CH2:51][CH2:50][NH:49][CH2:48]1.[C:55](Cl)(=[O:62])[C:56]1[CH:61]=[CH:60][CH:59]=[CH:58][CH:57]=1. No catalyst specified. The product is [F:1][C:2]([F:7])([F:6])[C:3]([OH:5])=[O:4].[F:8][C:9]([F:14])([F:13])[C:10]([OH:12])=[O:11].[C:55]([N:49]1[CH2:50][CH2:51][CH2:52][C@@H:47]([CH2:46][C:45]([NH:44][C:36]2[CH:37]=[CH:38][C:39]3[NH:40][C:41]4[N:42]=[C:26]([NH:27][C:28]5[CH:29]=[N:30][CH:31]=[C:32]([CH:54]=5)[CH2:33][CH2:34][C:35]=2[CH:43]=3)[N:25]=[CH:24][C:23]=4[Cl:22])=[O:53])[CH2:48]1)(=[O:62])[C:56]1[CH:61]=[CH:60][CH:59]=[CH:58][CH:57]=1. The yield is 0.610. (3) The reactants are O.[ClH:2].[OH:3][C:4]([C:34]1[CH:39]=[CH:38][CH:37]=[CH:36][CH:35]=1)([C:28]1[CH:33]=[CH:32][CH:31]=[CH:30][CH:29]=1)[CH:5]1[CH2:10][CH2:9][N:8]([CH2:11][CH2:12][CH2:13][CH:14]([C:16]2[CH:21]=[CH:20][C:19]([C:22]([CH3:27])([CH3:26])[C:23]([OH:25])=[O:24])=[CH:18][CH:17]=2)[OH:15])[CH2:7][CH2:6]1.O. The catalyst is C(C(C)=O)C. The product is [ClH:2].[OH:3][C:4]([C:34]1[CH:35]=[CH:36][CH:37]=[CH:38][CH:39]=1)([C:28]1[CH:29]=[CH:30][CH:31]=[CH:32][CH:33]=1)[CH:5]1[CH2:10][CH2:9][N:8]([CH2:11][CH2:12][CH2:13][CH:14]([C:16]2[CH:21]=[CH:20][C:19]([C:22]([CH3:27])([CH3:26])[C:23]([OH:25])=[O:24])=[CH:18][CH:17]=2)[OH:15])[CH2:7][CH2:6]1. The yield is 0.999.